From a dataset of Forward reaction prediction with 1.9M reactions from USPTO patents (1976-2016). Predict the product of the given reaction. (1) Given the reactants [CH2:1]([S:3](Cl)(=[O:5])=[O:4])[CH3:2].[NH2:7][CH:8]1[C:14]2[CH:15]=[C:16]([Cl:20])[CH:17]=[C:18]([CH3:19])[C:13]=2[O:12][CH2:11][CH2:10][CH2:9]1.C(N(CC)CC)C, predict the reaction product. The product is: [Cl:20][C:16]1[CH:17]=[C:18]([CH3:19])[C:13]2[O:12][CH2:11][CH2:10][CH2:9][CH:8]([NH:7][S:3]([CH2:1][CH3:2])(=[O:5])=[O:4])[C:14]=2[CH:15]=1. (2) Given the reactants C([O:8][C:9]1[CH:14]=[CH:13][C:12]([F:15])=[CH:11][C:10]=1[C:16]1([C:19]2[CH:20]=[C:21]([NH:41][CH2:42][CH2:43][C:44]([F:47])([F:46])[F:45])[C:22]3[N:23]([C:25]([C:28]4[CH:39]=[CH:38][C:31]([C:32]([NH:34][CH:35]5[CH2:37][CH2:36]5)=[O:33])=[C:30]([CH3:40])[CH:29]=4)=[CH:26][N:27]=3)[N:24]=2)[CH2:18][CH2:17]1)C1C=CC=CC=1, predict the reaction product. The product is: [CH:35]1([NH:34][C:32](=[O:33])[C:31]2[CH:38]=[CH:39][C:28]([C:25]3[N:23]4[N:24]=[C:19]([C:16]5([C:10]6[CH:11]=[C:12]([F:15])[CH:13]=[CH:14][C:9]=6[OH:8])[CH2:17][CH2:18]5)[CH:20]=[C:21]([NH:41][CH2:42][CH2:43][C:44]([F:47])([F:45])[F:46])[C:22]4=[N:27][CH:26]=3)=[CH:29][C:30]=2[CH3:40])[CH2:36][CH2:37]1.